This data is from Full USPTO retrosynthesis dataset with 1.9M reactions from patents (1976-2016). The task is: Predict the reactants needed to synthesize the given product. (1) Given the product [CH3:9][O:8][C:7]1[CH:6]=[CH:5][C:4]([CH2:10][C:11]([CH3:20])([CH3:19])[C:12]([O:14][C:15]([CH3:18])([CH3:17])[CH3:16])=[O:13])=[CH:3][C:2]=1[B:21]1[O:25][C:24]([CH3:27])([CH3:26])[C:23]([CH3:29])([CH3:28])[O:22]1, predict the reactants needed to synthesize it. The reactants are: I[C:2]1[CH:3]=[C:4]([CH2:10][C:11]([CH3:20])([CH3:19])[C:12]([O:14][C:15]([CH3:18])([CH3:17])[CH3:16])=[O:13])[CH:5]=[CH:6][C:7]=1[O:8][CH3:9].[B:21]1([B:21]2[O:25][C:24]([CH3:27])([CH3:26])[C:23]([CH3:29])([CH3:28])[O:22]2)[O:25][C:24]([CH3:27])([CH3:26])[C:23]([CH3:29])([CH3:28])[O:22]1.C([O-])(=O)C.[K+].CS(C)=O. (2) Given the product [CH2:33]([O:32][C:28]([CH2:29][CH2:30][C:12]1([CH2:14][C:15]2([CH2:30][CH2:29][C:28]([O:32][CH2:33][CH3:34])=[O:31])[C:27]3[CH:26]=[CH:25][CH:24]=[CH:23][C:22]=3[C:21]3[C:16]2=[CH:17][CH:18]=[CH:19][CH:20]=3)[C:13]2[CH:1]=[CH:2][CH:3]=[CH:4][C:5]=2[C:6]2[C:11]1=[CH:10][CH:9]=[CH:8][CH:7]=2)=[O:31])[CH3:34], predict the reactants needed to synthesize it. The reactants are: [CH:1]1[C:13]2[CH:12]([CH2:14][CH:15]3[C:27]4[CH:26]=[CH:25][CH:24]=[CH:23][C:22]=4[C:21]4[C:16]3=[CH:17][CH:18]=[CH:19][CH:20]=4)[C:11]3[C:6](=[CH:7][CH:8]=[CH:9][CH:10]=3)[C:5]=2[CH:4]=[CH:3][CH:2]=1.[C:28]([O:32][CH2:33][CH3:34])(=[O:31])[CH:29]=[CH2:30].Cl. (3) The reactants are: [CH3:1][O:2][C:3]1[CH:4]=[C:5]2[C:10](=[CH:11][C:12]=1[O:13][CH3:14])[C:9]1=[C:15]([C:28]([O:30][CH2:31][CH3:32])=[O:29])[C:16]([C:19]3[CH:24]=[CH:23][CH:22]=[C:21]([N+:25]([O-])=O)[CH:20]=3)=[C:17]([CH3:18])[N:8]1[CH2:7][CH2:6]2. Given the product [NH2:25][C:21]1[CH:20]=[C:19]([C:16]2[C:15]([C:28]([O:30][CH2:31][CH3:32])=[O:29])=[C:9]3[C:10]4[C:5](=[CH:4][C:3]([O:2][CH3:1])=[C:12]([O:13][CH3:14])[CH:11]=4)[CH2:6][CH2:7][N:8]3[C:17]=2[CH3:18])[CH:24]=[CH:23][CH:22]=1, predict the reactants needed to synthesize it.